Task: Predict the reactants needed to synthesize the given product.. Dataset: Retrosynthesis with 50K atom-mapped reactions and 10 reaction types from USPTO (1) The reactants are: COC(=O)[C@H](CO)NS(=O)(=O)c1ccc(-c2sc(NC(C)=O)nc2C)s1. Given the product CC(=O)Nc1nc(C)c(-c2ccc(S(=O)(=O)N[C@@H](CO)C(=O)O)s2)s1, predict the reactants needed to synthesize it. (2) Given the product CCOC(=O)C1(CC(C)C)CCCC1OC(=O)c1ccccc1, predict the reactants needed to synthesize it. The reactants are: CCOC(=O)C1(CC(C)C)CCCC1O.O=C(Cl)c1ccccc1. (3) The reactants are: COc1cccc(CN)c1F.Cc1ccc(C(=O)O)c(N)n1. Given the product COc1cccc(CNC(=O)c2ccc(C)nc2N)c1F, predict the reactants needed to synthesize it. (4) Given the product COC(=O)c1ccccc1-c1ccc(CN)nc1, predict the reactants needed to synthesize it. The reactants are: COC(=O)c1ccccc1-c1ccc(CN=[N+]=[N-])nc1.